This data is from Reaction yield outcomes from USPTO patents with 853,638 reactions. The task is: Predict the reaction yield, written as a fraction of the theoretical maximum amount of product (1.0 means a 100% yield; for example, 0.34 means a 34% yield). (1) The product is [CH3:16][S:13]([C:10]1[CH:11]=[CH:12][C:7]([N:6]2[C:2]([O:31][CH2:30][CH:27]3[CH2:28][CH2:29][C:24](=[CH2:23])[CH2:25][CH2:26]3)=[C:3]([C:21]#[N:22])[C:4]([C:17]([F:20])([F:19])[F:18])=[N:5]2)=[N:8][CH:9]=1)(=[O:15])=[O:14]. The catalyst is CS(C)=O. The yield is 0.680. The reactants are Cl[C:2]1[N:6]([C:7]2[CH:12]=[CH:11][C:10]([S:13]([CH3:16])(=[O:15])=[O:14])=[CH:9][N:8]=2)[N:5]=[C:4]([C:17]([F:20])([F:19])[F:18])[C:3]=1[C:21]#[N:22].[CH2:23]=[C:24]1[CH2:29][CH2:28][CH:27]([CH2:30][OH:31])[CH2:26][CH2:25]1.[F-].[K+].O. (2) The reactants are Br[C:2]1[C:11]2[C:6](=[CH:7][CH:8]=[C:9]([O:12][CH3:13])[CH:10]=2)[C:5](=[O:14])[NH:4][CH:3]=1.[NH:15]1[CH2:20][CH2:19][O:18][CH2:17][CH2:16]1.CCN(C(C)C)C(C)C. The catalyst is C(O)CO. The product is [CH3:13][O:12][C:9]1[CH:10]=[C:11]2[C:6](=[CH:7][CH:8]=1)[C:5]([OH:14])=[N:4][CH:3]=[C:2]2[N:15]1[CH2:20][CH2:19][O:18][CH2:17][CH2:16]1. The yield is 0.538. (3) The reactants are [CH:1]([C@H:14]1[O:19][CH2:18][C@@H:17]([NH2:20])[CH2:16][CH2:15]1)([C:8]1[CH:13]=[CH:12][CH:11]=[CH:10][CH:9]=1)[C:2]1[CH:7]=[CH:6][CH:5]=[CH:4][CH:3]=1.[CH:21](=O)[C:22]1[CH:27]=[CH:26][CH:25]=[CH:24][CH:23]=1.C(O)(=O)C.[BH3-]C#N.[Na+]. The catalyst is ClCCCl.CO. The product is [CH:1]([C@H:14]1[O:19][CH2:18][C@@H:17]([NH:20][CH2:21][C:22]2[CH:27]=[CH:26][CH:25]=[CH:24][CH:23]=2)[CH2:16][CH2:15]1)([C:8]1[CH:13]=[CH:12][CH:11]=[CH:10][CH:9]=1)[C:2]1[CH:3]=[CH:4][CH:5]=[CH:6][CH:7]=1. The yield is 0.850. (4) The reactants are [F:1][C:2]([F:9])([F:8])[C:3](OCC)=O.O.[NH2:11][NH2:12].[C:13]1([N:19]=[C:20]([C:24]2[CH:29]=[CH:28][C:27]([F:30])=[CH:26][CH:25]=2)SCC)[CH:18]=[CH:17][CH:16]=[CH:15][CH:14]=1. The catalyst is C(O)CCC. The product is [F:30][C:27]1[CH:28]=[CH:29][C:24]([C:20]2[N:19]([C:13]3[CH:18]=[CH:17][CH:16]=[CH:15][CH:14]=3)[C:3]([C:2]([F:1])([F:8])[F:9])=[N:12][N:11]=2)=[CH:25][CH:26]=1. The yield is 0.270. (5) The reactants are [N+:1]([C:4]1[CH:9]=[CH:8][CH:7]=[CH:6][C:5]=1[S:10]([NH:13][CH2:14][CH2:15][CH2:16][CH2:17][CH2:18][CH2:19][NH:20][C:21]1[N:25]2[CH:26]=[C:27]([C:29]([O:31]C)=[O:30])[N:28]=[C:24]2[S:23][N:22]=1)(=[O:12])=[O:11])([O-:3])=[O:2].[OH-].[Na+]. The catalyst is CO. The product is [N+:1]([C:4]1[CH:9]=[CH:8][CH:7]=[CH:6][C:5]=1[S:10]([NH:13][CH2:14][CH2:15][CH2:16][CH2:17][CH2:18][CH2:19][NH:20][C:21]1[N:25]2[CH:26]=[C:27]([C:29]([OH:31])=[O:30])[N:28]=[C:24]2[S:23][N:22]=1)(=[O:11])=[O:12])([O-:3])=[O:2]. The yield is 0.886. (6) The reactants are [F:1][C:2]1[C:3]([CH:12]=O)=[CH:4][C:5]2[O:10][CH2:9][CH2:8][O:7][C:6]=2[CH:11]=1.[ClH:14].Cl.[NH2:16][CH:17]1[CH2:22][CH2:21][N:20]([CH2:23][C@H:24]2[N:35]3[C:36]4[N:27]([C:28](=[O:38])[CH:29]=[N:30][C:31]=4[CH:32]=[CH:33][C:34]3=[O:37])[CH2:26][CH2:25]2)[CH2:19][CH2:18]1.[BH-](OC(C)=O)(OC(C)=O)OC(C)=O.[Na+].C(=O)(O)[O-].[Na+]. The catalyst is C(Cl)(Cl)Cl.CO. The product is [ClH:14].[ClH:14].[F:1][C:2]1[C:3]([CH2:12][NH:16][CH:17]2[CH2:22][CH2:21][N:20]([CH2:23][C@H:24]3[N:35]4[C:36]5[N:27]([C:28](=[O:38])[CH:29]=[N:30][C:31]=5[CH:32]=[CH:33][C:34]4=[O:37])[CH2:26][CH2:25]3)[CH2:19][CH2:18]2)=[CH:4][C:5]2[O:10][CH2:9][CH2:8][O:7][C:6]=2[CH:11]=1. The yield is 0.500. (7) The reactants are [CH3:1][C:2]1[CH:6]=[C:5]([C:7]2[CH:12]=[CH:11][C:10]([C:13]([F:16])([F:15])[F:14])=[CH:9][CH:8]=2)[S:4][C:3]=1[CH:17]=[O:18].[CH:19]1([Mg]Br)[CH2:24][CH2:23][CH2:22][CH2:21][CH2:20]1.O1CCCC1.Cl.O. The catalyst is O1CCCC1. The product is [CH:19]1([CH:17]([C:3]2[S:4][C:5]([C:7]3[CH:8]=[CH:9][C:10]([C:13]([F:16])([F:14])[F:15])=[CH:11][CH:12]=3)=[CH:6][C:2]=2[CH3:1])[OH:18])[CH2:24][CH2:23][CH2:22][CH2:21][CH2:20]1. The yield is 0.510.